Predict the reactants needed to synthesize the given product. From a dataset of Full USPTO retrosynthesis dataset with 1.9M reactions from patents (1976-2016). Given the product [CH2:1]([O:8][C:9]1[CH:10]=[CH:11][C:12]([O:18][CH3:19])=[C:13]([N:14]([CH2:26][CH3:28])[C:15](=[O:31])[CH3:16])[CH:17]=1)[C:2]1[CH:3]=[CH:4][CH:5]=[CH:6][CH:7]=1, predict the reactants needed to synthesize it. The reactants are: [CH2:1]([O:8][C:9]1[CH:10]=[CH:11][C:12]([O:18][CH3:19])=[C:13]([CH:17]=1)[NH:14][CH2:15][CH3:16])[C:2]1[CH:7]=[CH:6][CH:5]=[CH:4][CH:3]=1.CCN([CH:26]([CH3:28])C)C(C)C.C(OC(=O)C)(=[O:31])C.